This data is from Full USPTO retrosynthesis dataset with 1.9M reactions from patents (1976-2016). The task is: Predict the reactants needed to synthesize the given product. (1) Given the product [Cl:18][C:6]1[N:7]=[C:8]([N:12]2[CH2:17][CH2:16][O:15][CH2:14][CH2:13]2)[C:9]2[N:10]=[CH:11][C:2]([C:25]3[CH:26]=[CH:27][C:22]([C:19]([OH:21])=[O:20])=[CH:23][CH:24]=3)=[CH:3][C:4]=2[N:5]=1, predict the reactants needed to synthesize it. The reactants are: Br[C:2]1[CH:11]=[N:10][C:9]2[C:8]([N:12]3[CH2:17][CH2:16][O:15][CH2:14][CH2:13]3)=[N:7][C:6]([Cl:18])=[N:5][C:4]=2[CH:3]=1.[C:19]([C:22]1[CH:27]=[CH:26][C:25](B(O)O)=[CH:24][CH:23]=1)([OH:21])=[O:20].C(=O)([O-])[O-].[Na+].[Na+].Cl. (2) Given the product [CH3:1][O:2][CH2:3][O:4][C:5]1[CH:10]=[CH:9][C:8]([C:11]([F:12])([F:13])[F:14])=[CH:7][C:6]=1[OH:21], predict the reactants needed to synthesize it. The reactants are: [CH3:1][O:2][CH2:3][O:4][C:5]1[CH:10]=[CH:9][C:8]([C:11]([F:14])([F:13])[F:12])=[CH:7][CH:6]=1.[Li]CCCC.B(OC)(OC)[O:21]C.OO.[NH4+].[Cl-]. (3) Given the product [I:14][C:11]1[CH:12]=[CH:13][C:8]([N:4]2[CH2:5][CH2:6][CH:7]=[C:2]([N:17]3[CH2:22][CH2:21][O:20][CH2:19][CH2:18]3)[C:3]2=[O:15])=[CH:9][CH:10]=1, predict the reactants needed to synthesize it. The reactants are: Cl[C:2]1(Cl)[CH2:7][CH2:6][CH2:5][N:4]([C:8]2[CH:13]=[CH:12][C:11]([I:14])=[CH:10][CH:9]=2)[C:3]1=[O:15].[NH:17]1[CH2:22][CH2:21][O:20][CH2:19][CH2:18]1. (4) Given the product [C:49]([C:44]1[C:45](=[O:48])[N:46]([CH2:58][CH2:59][CH2:60][C:61]2[CH:66]=[CH:65][C:64]([Cl:67])=[CH:63][CH:62]=2)[N:47]=[C:42]([C:40]2[CH:39]=[CH:38][C:37]3[O:33][CH2:34][CH2:35][C:36]=3[CH:41]=2)[CH:43]=1)([OH:51])=[O:50], predict the reactants needed to synthesize it. The reactants are: ClC1C=CC=CC=1CCCN1C(=O)C(COS(C)(=O)=O)=CC(C2C=CC3OCCC=3C=2)=N1.[O:33]1[C:37]2[CH:38]=[CH:39][C:40]([C:42]3[CH:43]=[C:44]([C:49]([O:51]C)=[O:50])[C:45](=[O:48])[NH:46][N:47]=3)=[CH:41][C:36]=2[CH2:35][CH2:34]1.CS(O[CH2:58][CH2:59][CH2:60][C:61]1[CH:66]=[CH:65][C:64]([Cl:67])=[CH:63][CH:62]=1)(=O)=O. (5) Given the product [Br:1][C:2]1[CH:6]=[C:5]([C:22]([OH:24])=[O:23])[N:4]([C:7]2[C:12]([Cl:13])=[CH:11][CH:10]=[CH:9][N:8]=2)[N:3]=1, predict the reactants needed to synthesize it. The reactants are: [Br:1][C:2]1[CH:6]=[CH:5][N:4]([C:7]2[C:12]([Cl:13])=[CH:11][CH:10]=[CH:9][N:8]=2)[N:3]=1.[Li+].CC([N-]C(C)C)C.[C:22](=[O:24])=[O:23].[OH-].[Na+]. (6) Given the product [OH:2][C:3]1[CH:4]=[C:5]([CH2:10][CH2:11][NH:12][C:27]([NH:26][CH2:20][CH2:21][CH2:22][CH2:23][CH2:24][CH3:25])=[O:28])[CH:6]=[CH:7][C:8]=1[OH:9], predict the reactants needed to synthesize it. The reactants are: Cl.[OH:2][C:3]1[CH:4]=[C:5]([CH2:10][CH2:11][NH2:12])[CH:6]=[CH:7][C:8]=1[OH:9].C(N(CC)CC)C.[CH2:20]([N:26]=[C:27]=[O:28])[CH2:21][CH2:22][CH2:23][CH2:24][CH3:25].